This data is from Reaction yield outcomes from USPTO patents with 853,638 reactions. The task is: Predict the reaction yield, written as a fraction of the theoretical maximum amount of product (1.0 means a 100% yield; for example, 0.34 means a 34% yield). (1) The reactants are Br[C:2]1[CH:3]=[C:4]2[C:8](=[C:9]([C:11]([NH2:13])=[O:12])[CH:10]=1)[NH:7][CH:6]=[C:5]2[CH:14]1[CH2:18][CH2:17][S:16](=[O:20])(=[O:19])[CH2:15]1.CC1(C)C(C)(C)OB([C:29]2[CH:30]=[C:31]([CH2:34][N:35]3[CH2:41][CH2:40][CH2:39][CH2:38]CC3)[S:32][CH:33]=2)O1.C(=O)([O-])[O-].[K+].[K+]. The catalyst is O1CCOCC1.O.C1C=CC(P(C2C=CC=CC=2)[C-]2C=CC=C2)=CC=1.C1C=CC(P(C2C=CC=CC=2)[C-]2C=CC=C2)=CC=1.Cl[Pd]Cl.[Fe+2]. The product is [O:19]=[S:16]1(=[O:20])[CH2:17][CH2:18][CH:14]([C:5]2[C:4]3[C:8](=[C:9]([C:11]([NH2:13])=[O:12])[CH:10]=[C:2]([C:29]4[CH:30]=[C:31]([CH2:34][N:35]5[CH2:41][CH2:40][CH2:39][CH2:38]5)[S:32][CH:33]=4)[CH:3]=3)[NH:7][CH:6]=2)[CH2:15]1. The yield is 0.120. (2) The reactants are [CH2:1]([O:3][C:4]1[CH:9]=[CH:8][CH:7]=[CH:6][C:5]=1[OH:10])[CH3:2].[C:11]1(=O)[O:16][C:14](=[O:15])[C:13]2=[CH:17][CH:18]=[CH:19][CH:20]=[C:12]12. The catalyst is [Cl-].[Zn+2].[Cl-]. The product is [OH:10][C:5]1[CH:6]=[CH:7][C:8]([C:11]2([C:8]3[CH:7]=[CH:6][C:5]([OH:10])=[C:4]([O:3][CH2:1][CH3:2])[CH:9]=3)[C:12]3[C:13](=[CH:17][CH:18]=[CH:19][CH:20]=3)[C:14](=[O:15])[O:16]2)=[CH:9][C:4]=1[O:3][CH2:1][CH3:2]. The yield is 0.850.